This data is from NCI-60 drug combinations with 297,098 pairs across 59 cell lines. The task is: Regression. Given two drug SMILES strings and cell line genomic features, predict the synergy score measuring deviation from expected non-interaction effect. Drug 1: CCN(CC)CCCC(C)NC1=C2C=C(C=CC2=NC3=C1C=CC(=C3)Cl)OC. Drug 2: CC(C)NC(=O)C1=CC=C(C=C1)CNNC.Cl. Cell line: 786-0. Synergy scores: CSS=35.8, Synergy_ZIP=-10.1, Synergy_Bliss=-1.38, Synergy_Loewe=-35.5, Synergy_HSA=-0.482.